Dataset: Catalyst prediction with 721,799 reactions and 888 catalyst types from USPTO. Task: Predict which catalyst facilitates the given reaction. Reactant: [Br:1][C:2]([CH2:4][CH2:5][CH2:6][CH2:7][CH2:8][CH2:9][CH2:10][CH2:11][O:12][CH:13]([O:15][CH2:16][CH3:17])[CH3:14])=[CH2:3].[CH:18]([Br:21])(Br)[Br:19].[Br-].[Br-].C([N+](C)(C)CC[N+](CC1C=CC=CC=1)(C)C)C1C=CC=CC=1.[OH-].[K+]. Product: [Br:19][C:18]1([Br:21])[CH2:3][C:2]1([Br:1])[CH2:4][CH2:5][CH2:6][CH2:7][CH2:8][CH2:9][CH2:10][CH2:11][O:12][CH:13]([O:15][CH2:16][CH3:17])[CH3:14]. The catalyst class is: 34.